This data is from Catalyst prediction with 721,799 reactions and 888 catalyst types from USPTO. The task is: Predict which catalyst facilitates the given reaction. Reactant: [O:1]1[C:5]2([CH2:10][CH2:9][CH:8](OS(C3C=CC(C)=CC=3)(=O)=O)[CH2:7][CH2:6]2)[O:4][CH2:3][CH2:2]1.[I:22][C:23]1[CH:24]=[N:25][NH:26][CH:27]=1.C(=O)([O-])[O-].[Cs+].[Cs+]. Product: [O:4]1[C:5]2([CH2:6][CH2:7][CH:8]([N:25]3[CH:24]=[C:23]([I:22])[CH:27]=[N:26]3)[CH2:9][CH2:10]2)[O:1][CH2:2][CH2:3]1. The catalyst class is: 474.